Dataset: Catalyst prediction with 721,799 reactions and 888 catalyst types from USPTO. Task: Predict which catalyst facilitates the given reaction. (1) Reactant: [Cl:1][C:2]1[CH:3]=[C:4]([CH:10]=[CH:11][C:12]=1[NH:13][C:14]1[N:19]=[CH:18][C:17]2[CH:20]=[C:21]([C:23]3[CH:24]=[N:25][N:26]([CH3:28])[CH:27]=3)[NH:22][C:16]=2[CH:15]=1)[C:5]([N:7]([CH3:9])[CH3:8])=[O:6].[CH:29]1([S:34](Cl)(=[O:36])=[O:35])[CH2:33][CH2:32][CH2:31][CH2:30]1. Product: [Cl:1][C:2]1[CH:3]=[C:4]([CH:10]=[CH:11][C:12]=1[NH:13][C:14]1[N:19]=[CH:18][C:17]2[CH:20]=[C:21]([C:23]3[CH:24]=[N:25][N:26]([CH3:28])[CH:27]=3)[N:22]([S:34]([CH:29]3[CH2:33][CH2:32][CH2:31][CH2:30]3)(=[O:36])=[O:35])[C:16]=2[CH:15]=1)[C:5]([N:7]([CH3:9])[CH3:8])=[O:6]. The catalyst class is: 248. (2) Reactant: [Cl:1][C:2]1[CH:10]=[CH:9][C:5]([C:6]([OH:8])=O)=[CH:4][C:3]=1[NH:11][C:12]([C:14]1[CH:19]=[CH:18][C:17](=[O:20])[N:16]([C:21]2[C:26]([Cl:27])=[CH:25][CH:24]=[CH:23][C:22]=2[Cl:28])[CH:15]=1)=[O:13].CN(C(ON1N=NC2[CH:40]=[CH:41][CH:42]=[N:43]C1=2)=[N+](C)C)C.F[P-](F)(F)(F)(F)F.C1(N)CC1.CCN(C(C)C)C(C)C. Product: [Cl:1][C:2]1[CH:10]=[CH:9][C:5]([C:6]([NH:43][CH:42]2[CH2:40][CH2:41]2)=[O:8])=[CH:4][C:3]=1[NH:11][C:12]([C:14]1[CH:19]=[CH:18][C:17](=[O:20])[N:16]([C:21]2[C:22]([Cl:28])=[CH:23][CH:24]=[CH:25][C:26]=2[Cl:27])[CH:15]=1)=[O:13]. The catalyst class is: 3. (3) Reactant: [NH2:1][C:2]1[S:6][C:5]2[CH2:7][CH2:8][CH2:9][CH2:10][C:4]=2[C:3]=1[C:11]([C:13]1[CH:18]=[CH:17][C:16]([Cl:19])=[CH:15][CH:14]=1)=O.[C:20]([O:27][CH3:28])(=[O:26])[CH2:21][CH2:22][C:23]([CH3:25])=O.Cl[Si](C)(C)C. Product: [CH3:25][C:23]1[N:1]=[C:2]2[S:6][C:5]3[CH2:7][CH2:8][CH2:9][CH2:10][C:4]=3[C:3]2=[C:11]([C:13]2[CH:18]=[CH:17][C:16]([Cl:19])=[CH:15][CH:14]=2)[C:22]=1[CH2:21][C:20]([O:27][CH3:28])=[O:26]. The catalyst class is: 3. (4) Reactant: [OH:1][CH:2]1[CH2:7][CH2:6][CH:5]([NH:8][C:9](=[O:15])[O:10][C:11]([CH3:14])([CH3:13])[CH3:12])[CH2:4][CH2:3]1.[C:16](O)(=[O:18])[CH3:17].C1(P(C2C=CC=CC=2)C2C=CC=CC=2)C=CC=CC=1.N(C(OCC)=O)=NC(OCC)=O.C(=O)(O)[O-].[Na+]. Product: [C:16]([O:1][CH:2]1[CH2:7][CH2:6][CH:5]([NH:8][C:9]([O:10][C:11]([CH3:12])([CH3:14])[CH3:13])=[O:15])[CH2:4][CH2:3]1)(=[O:18])[CH3:17]. The catalyst class is: 7.